Dataset: NCI-60 drug combinations with 297,098 pairs across 59 cell lines. Task: Regression. Given two drug SMILES strings and cell line genomic features, predict the synergy score measuring deviation from expected non-interaction effect. (1) Drug 1: C1CC(C1)(C(=O)O)C(=O)O.[NH2-].[NH2-].[Pt+2]. Drug 2: CC1=C(C(=CC=C1)Cl)NC(=O)C2=CN=C(S2)NC3=CC(=NC(=N3)C)N4CCN(CC4)CCO. Cell line: MALME-3M. Synergy scores: CSS=1.23, Synergy_ZIP=-0.114, Synergy_Bliss=2.30, Synergy_Loewe=0.453, Synergy_HSA=-0.518. (2) Drug 1: C1=CN(C(=O)N=C1N)C2C(C(C(O2)CO)O)O.Cl. Drug 2: C1=CC=C(C=C1)NC(=O)CCCCCCC(=O)NO. Cell line: UO-31. Synergy scores: CSS=41.4, Synergy_ZIP=-2.67, Synergy_Bliss=2.48, Synergy_Loewe=5.07, Synergy_HSA=6.62. (3) Drug 2: CC1=C(N=C(N=C1N)C(CC(=O)N)NCC(C(=O)N)N)C(=O)NC(C(C2=CN=CN2)OC3C(C(C(C(O3)CO)O)O)OC4C(C(C(C(O4)CO)O)OC(=O)N)O)C(=O)NC(C)C(C(C)C(=O)NC(C(C)O)C(=O)NCCC5=NC(=CS5)C6=NC(=CS6)C(=O)NCCC[S+](C)C)O. Synergy scores: CSS=47.9, Synergy_ZIP=0.269, Synergy_Bliss=5.36, Synergy_Loewe=-3.13, Synergy_HSA=2.99. Drug 1: CC1C(C(CC(O1)OC2CC(CC3=C2C(=C4C(=C3O)C(=O)C5=C(C4=O)C(=CC=C5)OC)O)(C(=O)CO)O)N)O.Cl. Cell line: COLO 205. (4) Drug 1: CC1=C(C=C(C=C1)NC2=NC=CC(=N2)N(C)C3=CC4=NN(C(=C4C=C3)C)C)S(=O)(=O)N.Cl. Drug 2: C1CCN(CC1)CCOC2=CC=C(C=C2)C(=O)C3=C(SC4=C3C=CC(=C4)O)C5=CC=C(C=C5)O. Cell line: SK-OV-3. Synergy scores: CSS=1.82, Synergy_ZIP=0.790, Synergy_Bliss=4.26, Synergy_Loewe=1.32, Synergy_HSA=2.30. (5) Drug 1: C1=CC(=C2C(=C1NCCNCCO)C(=O)C3=C(C=CC(=C3C2=O)O)O)NCCNCCO. Drug 2: COC1=CC(=CC(=C1O)OC)C2C3C(COC3=O)C(C4=CC5=C(C=C24)OCO5)OC6C(C(C7C(O6)COC(O7)C8=CC=CS8)O)O. Cell line: HS 578T. Synergy scores: CSS=48.8, Synergy_ZIP=2.26, Synergy_Bliss=2.40, Synergy_Loewe=5.30, Synergy_HSA=10.3. (6) Cell line: SN12C. Drug 1: CCC1(C2=C(COC1=O)C(=O)N3CC4=CC5=C(C=CC(=C5CN(C)C)O)N=C4C3=C2)O.Cl. Synergy scores: CSS=54.4, Synergy_ZIP=-0.205, Synergy_Bliss=1.30, Synergy_Loewe=-24.1, Synergy_HSA=5.80. Drug 2: C1C(C(OC1N2C=NC(=NC2=O)N)CO)O. (7) Drug 1: CC1C(C(CC(O1)OC2CC(CC3=C2C(=C4C(=C3O)C(=O)C5=C(C4=O)C(=CC=C5)OC)O)(C(=O)CO)O)N)O.Cl. Drug 2: C1CCC(C(C1)N)N.C(=O)(C(=O)[O-])[O-].[Pt+4]. Cell line: LOX IMVI. Synergy scores: CSS=38.6, Synergy_ZIP=-6.41, Synergy_Bliss=-0.585, Synergy_Loewe=0.0201, Synergy_HSA=1.65.